This data is from Peptide-MHC class II binding affinity with 134,281 pairs from IEDB. The task is: Regression. Given a peptide amino acid sequence and an MHC pseudo amino acid sequence, predict their binding affinity value. This is MHC class II binding data. The peptide sequence is DMFFATVGFALGVFV. The MHC is HLA-DQA10201-DQB10202 with pseudo-sequence HLA-DQA10201-DQB10202. The binding affinity (normalized) is 0.196.